This data is from Full USPTO retrosynthesis dataset with 1.9M reactions from patents (1976-2016). The task is: Predict the reactants needed to synthesize the given product. (1) Given the product [CH3:20][CH:19]([CH3:21])[CH2:18][CH:17]([NH:16][C:13]1[CH:12]=[N:11][C:10]([C:8]([NH:7][CH2:6][CH2:5][C:4]([OH:38])=[O:3])=[O:9])=[N:15][CH:14]=1)[C:22]1[CH:27]=[CH:26][C:25]([C:28]2[CH:29]=[CH:30][C:31]([C:34]([F:36])([F:35])[F:37])=[CH:32][CH:33]=2)=[CH:24][CH:23]=1, predict the reactants needed to synthesize it. The reactants are: C([O:3][C:4](=[O:38])[CH2:5][CH2:6][NH:7][C:8]([C:10]1[N:15]=[CH:14][C:13]([NH:16][CH:17]([C:22]2[CH:27]=[CH:26][C:25]([C:28]3[CH:33]=[CH:32][C:31]([C:34]([F:37])([F:36])[F:35])=[CH:30][CH:29]=3)=[CH:24][CH:23]=2)[CH2:18][CH:19]([CH3:21])[CH3:20])=[CH:12][N:11]=1)=[O:9])C.FC(F)(F)C1C=CC(C2N=CC(C=O)=CN=2)=CC=1.[OH-].[Na+].Cl. (2) Given the product [CH2:34]([CH:33]1[N:29]([CH:26]2[CH2:27][CH2:28][N:23]([CH2:22][C:19]3[CH:20]=[CH:21][C:16]([S:15][C:12]4[CH:11]=[CH:10][C:9]([O:8][CH2:7][C:6]([OH:46])=[O:5])=[CH:14][CH:13]=4)=[N:17][C:18]=3[CH3:45])[CH2:24][CH2:25]2)[C:30](=[O:44])[N:31]([CH:38]2[CH2:43][CH2:42][O:41][CH2:40][CH2:39]2)[CH2:32]1)[CH2:35][CH2:36][CH3:37], predict the reactants needed to synthesize it. The reactants are: C([O:5][C:6](=[O:46])[CH2:7][O:8][C:9]1[CH:14]=[CH:13][C:12]([S:15][C:16]2[CH:21]=[CH:20][C:19]([CH2:22][N:23]3[CH2:28][CH2:27][CH:26]([N:29]4[CH:33]([CH2:34][CH2:35][CH2:36][CH3:37])[CH2:32][N:31]([CH:38]5[CH2:43][CH2:42][O:41][CH2:40][CH2:39]5)[C:30]4=[O:44])[CH2:25][CH2:24]3)=[C:18]([CH3:45])[N:17]=2)=[CH:11][CH:10]=1)(C)(C)C.C(O)(C(F)(F)F)=O. (3) Given the product [C:31]([O:35][C:36]([N:38]1[CH2:43][CH2:42][N:41]([CH2:12][C:8]2[C:9]([Cl:11])=[CH:10][C:5]([C:4]([O:3][CH2:1][CH3:2])=[O:30])=[C:6]([N:15]([C:16]([O:18][C:19]([CH3:22])([CH3:20])[CH3:21])=[O:17])[C:23]([O:25][C:26]([CH3:29])([CH3:27])[CH3:28])=[O:24])[C:7]=2[Cl:14])[CH2:40][CH2:39]1)=[O:37])([CH3:34])([CH3:32])[CH3:33], predict the reactants needed to synthesize it. The reactants are: [CH2:1]([O:3][C:4](=[O:30])[C:5]1[CH:10]=[C:9]([Cl:11])[C:8]([CH2:12]Br)=[C:7]([Cl:14])[C:6]=1[N:15]([C:23]([O:25][C:26]([CH3:29])([CH3:28])[CH3:27])=[O:24])[C:16]([O:18][C:19]([CH3:22])([CH3:21])[CH3:20])=[O:17])[CH3:2].[C:31]([O:35][C:36]([N:38]1[CH2:43][CH2:42][NH:41][CH2:40][CH2:39]1)=[O:37])([CH3:34])([CH3:33])[CH3:32].C(OC(N1CCN(CC2C=C(N(C(OC(C)(C)C)=O)C(OC(C)(C)C)=O)C(C(OCC)=O)=CC=2Cl)CC1)=O)(C)(C)C. (4) Given the product [CH3:1][O:2][C:3](=[O:13])[O:4][C:5]1[CH:10]=[C:9]([N+:14]([O-:16])=[O:15])[C:8]([F:11])=[CH:7][C:6]=1[CH3:12], predict the reactants needed to synthesize it. The reactants are: [CH3:1][O:2][C:3](=[O:13])[O:4][C:5]1[CH:10]=[CH:9][C:8]([F:11])=[CH:7][C:6]=1[CH3:12].[N+:14]([O-])([O-:16])=[O:15].[K+].